Task: Regression. Given two drug SMILES strings and cell line genomic features, predict the synergy score measuring deviation from expected non-interaction effect.. Dataset: NCI-60 drug combinations with 297,098 pairs across 59 cell lines (1) Drug 1: C1=CC(=CC=C1CC(C(=O)O)N)N(CCCl)CCCl.Cl. Drug 2: CC1=C(C=C(C=C1)C(=O)NC2=CC(=CC(=C2)C(F)(F)F)N3C=C(N=C3)C)NC4=NC=CC(=N4)C5=CN=CC=C5. Cell line: CCRF-CEM. Synergy scores: CSS=31.7, Synergy_ZIP=1.86, Synergy_Bliss=3.08, Synergy_Loewe=-10.4, Synergy_HSA=-0.716. (2) Drug 1: CCC(=C(C1=CC=CC=C1)C2=CC=C(C=C2)OCCN(C)C)C3=CC=CC=C3.C(C(=O)O)C(CC(=O)O)(C(=O)O)O. Drug 2: CN1C(=O)N2C=NC(=C2N=N1)C(=O)N. Cell line: HCT116. Synergy scores: CSS=-6.72, Synergy_ZIP=11.5, Synergy_Bliss=15.9, Synergy_Loewe=-5.50, Synergy_HSA=-3.09. (3) Drug 1: CC1=C(C=C(C=C1)NC(=O)C2=CC=C(C=C2)CN3CCN(CC3)C)NC4=NC=CC(=N4)C5=CN=CC=C5. Drug 2: CCC1(C2=C(COC1=O)C(=O)N3CC4=CC5=C(C=CC(=C5CN(C)C)O)N=C4C3=C2)O.Cl. Cell line: KM12. Synergy scores: CSS=21.2, Synergy_ZIP=-1.94, Synergy_Bliss=3.19, Synergy_Loewe=-25.5, Synergy_HSA=-5.04.